This data is from Catalyst prediction with 721,799 reactions and 888 catalyst types from USPTO. The task is: Predict which catalyst facilitates the given reaction. (1) Reactant: O.[C:2]1([CH3:19])[CH:7]=[CH:6][C:5]([S:8]([N:11]2[CH2:18][CH2:17][CH2:16][C@H:12]2[C:13]([OH:15])=O)(=[O:10])=[O:9])=[CH:4][CH:3]=1.Cl.C[O:22][C:23](=[O:27])[C@H:24]([CH3:26])[NH2:25].[Li+].[OH-]. Product: [C:2]1([CH3:19])[CH:3]=[CH:4][C:5]([S:8]([N:11]2[CH2:18][CH2:17][CH2:16][C@H:12]2[C:13]([NH:25][C@H:24]([C:23]([OH:27])=[O:22])[CH3:26])=[O:15])(=[O:9])=[O:10])=[CH:6][CH:7]=1. The catalyst class is: 20. (2) Reactant: C[Si]([N-][Si](C)(C)C)(C)C.[Na+].[CH2:11]1COCC1.[F:16][C:17]1[CH:18]=[C:19]([C@@H:24]2[CH2:29][CH2:28][CH2:27][C:26](=[O:30])[N:25]2[C:31]([O:33][C:34]([CH3:37])([CH3:36])[CH3:35])=[O:32])[CH:20]=[C:21]([F:23])[CH:22]=1.IC. Product: [F:16][C:17]1[CH:18]=[C:19]([C@H:24]2[N:25]([C:31]([O:33][C:34]([CH3:37])([CH3:36])[CH3:35])=[O:32])[C:26](=[O:30])[C@H:27]([CH3:11])[CH2:28][CH2:29]2)[CH:20]=[C:21]([F:23])[CH:22]=1. The catalyst class is: 57.